Predict which catalyst facilitates the given reaction. From a dataset of Catalyst prediction with 721,799 reactions and 888 catalyst types from USPTO. (1) Reactant: [C:1]([C:3]1[CH:4]=[C:5]([C:18](OC)=[O:19])[C:6]2[O:10][C:9]([C:11]3[CH:16]=[CH:15][CH:14]=[CH:13][CH:12]=3)=[CH:8][C:7]=2[CH:17]=1)#[N:2].[H-].[H-].[H-].[H-].[Li+].[Al+3].O.CCOC(C)=O. Product: [OH:19][CH2:18][C:5]1[C:6]2[O:10][C:9]([C:11]3[CH:16]=[CH:15][CH:14]=[CH:13][CH:12]=3)=[CH:8][C:7]=2[CH:17]=[C:3]([C:1]#[N:2])[CH:4]=1. The catalyst class is: 76. (2) Reactant: FC(F)(F)C(O)=O.[N:8]1([C:14]2[N:19]3[N:20]=[C:21]([C:23]4[CH:28]=[CH:27][CH:26]=[CH:25][CH:24]=4)[CH:22]=[C:18]3[N:17]=[C:16]([NH:29][NH2:30])[CH:15]=2)[CH2:13][CH2:12][O:11][CH2:10][CH2:9]1.[Cl:31][C:32]1[CH:39]=[CH:38][C:35]([CH:36]=O)=[CH:34][CH:33]=1. Product: [Cl:31][C:32]1[CH:39]=[CH:38][C:35]([CH:36]=[N:30][NH:29][C:16]2[CH:15]=[C:14]([N:8]3[CH2:13][CH2:12][O:11][CH2:10][CH2:9]3)[N:19]3[N:20]=[C:21]([C:23]4[CH:28]=[CH:27][CH:26]=[CH:25][CH:24]=4)[CH:22]=[C:18]3[N:17]=2)=[CH:34][CH:33]=1. The catalyst class is: 8. (3) Reactant: CN1C(=O)C2NC(CC(C)C(OCC)=O)=NC=2N(C)C1=O.[CH3:22][N:23]1[C:31](=[O:32])[C:30]2[NH:29][C:28]([CH:33]([CH3:40])[CH2:34][C:35]([O:37][CH2:38][CH3:39])=[O:36])=[N:27][C:26]=2[N:25]([CH3:41])[C:24]1=[O:42].C(=O)([O-])[O-].[K+].[K+].[Br:49][C:50]1[CH:55]=[CH:54][CH:53]=[C:52]([CH2:56]Br)[CH:51]=1. Product: [Br:49][C:50]1[CH:51]=[C:52]([CH:53]=[CH:54][CH:55]=1)[CH2:56][N:29]1[C:30]2[C:31](=[O:32])[N:23]([CH3:22])[C:24](=[O:42])[N:25]([CH3:41])[C:26]=2[N:27]=[C:28]1[CH:33]([CH3:40])[CH2:34][C:35]([O:37][CH2:38][CH3:39])=[O:36]. The catalyst class is: 18. (4) Reactant: [CH2:1]([NH:8][S:9]([C:12]1[CH:13]=[C:14]([CH:18]=[CH:19][C:20]([OH:22])=O)[CH:15]=[CH:16][CH:17]=1)(=[O:11])=[O:10])[C:2]1[CH:7]=[CH:6][CH:5]=[CH:4][CH:3]=1.[Cl:23]CCl. Product: [CH2:1]([NH:8][S:9]([C:12]1[CH:13]=[C:14]([CH:18]=[CH:19][C:20]([Cl:23])=[O:22])[CH:15]=[CH:16][CH:17]=1)(=[O:11])=[O:10])[C:2]1[CH:7]=[CH:6][CH:5]=[CH:4][CH:3]=1. The catalyst class is: 9. (5) Reactant: [C:1]([O:5][C:6]([N:8]1[CH2:13][CH2:12][CH:11]([N:14]2[C:18]3[CH:19]=[C:20]([F:26])[C:21]([C:23](O)=[O:24])=[CH:22][C:17]=3[NH:16][C:15]2=[O:27])[CH2:10][CH2:9]1)=[O:7])([CH3:4])([CH3:3])[CH3:2].Cl.[CH3:29][N:30](C)CCCN=C=NCC.O.ON1C2C=CC=CC=2N=N1.CN. Product: [F:26][C:20]1[C:21]([C:23]([NH:30][CH3:29])=[O:24])=[CH:22][C:17]2[NH:16][C:15](=[O:27])[N:14]([CH:11]3[CH2:10][CH2:9][N:8]([C:6]([O:5][C:1]([CH3:3])([CH3:4])[CH3:2])=[O:7])[CH2:13][CH2:12]3)[C:18]=2[CH:19]=1. The catalyst class is: 489. (6) Reactant: [Cl:1][C:2]1[N:3]=[N:4][CH:5]=[C:6](Cl)[C:7]=1[Cl:8].Cl.[CH2:11]([O:13][C:14](=[O:17])[CH2:15][NH2:16])[CH3:12].C(N(C(C)C)CC)(C)C. Product: [Cl:8][C:7]1[C:6]([NH:16][CH2:15][C:14]([O:13][CH2:11][CH3:12])=[O:17])=[CH:5][N:4]=[N:3][C:2]=1[Cl:1]. The catalyst class is: 8. (7) Reactant: Cl[C:2]1[N:7]=[CH:6][C:5]([CH:8]([CH2:11][CH:12]2[CH2:14][CH2:13]2)[C:9]#[N:10])=[CH:4][CH:3]=1.C([Sn](CCCC)(CCCC)[C:20]([O:22][CH2:23][CH3:24])=[CH2:21])CCC.[Li+].[Cl-]. Product: [CH:12]1([CH2:11][CH:8]([C:5]2[CH:6]=[N:7][C:2]([C:20]([O:22][CH2:23][CH3:24])=[CH2:21])=[CH:3][CH:4]=2)[C:9]#[N:10])[CH2:14][CH2:13]1. The catalyst class is: 70.